From a dataset of NCI-60 drug combinations with 297,098 pairs across 59 cell lines. Regression. Given two drug SMILES strings and cell line genomic features, predict the synergy score measuring deviation from expected non-interaction effect. Drug 1: C1=CN(C(=O)N=C1N)C2C(C(C(O2)CO)O)O.Cl. Drug 2: C1=NC(=NC(=O)N1C2C(C(C(O2)CO)O)O)N. Cell line: SNB-75. Synergy scores: CSS=10.6, Synergy_ZIP=-1.88, Synergy_Bliss=1.47, Synergy_Loewe=-0.943, Synergy_HSA=0.209.